Dataset: CYP1A2 inhibition data for predicting drug metabolism from PubChem BioAssay. Task: Regression/Classification. Given a drug SMILES string, predict its absorption, distribution, metabolism, or excretion properties. Task type varies by dataset: regression for continuous measurements (e.g., permeability, clearance, half-life) or binary classification for categorical outcomes (e.g., BBB penetration, CYP inhibition). Dataset: cyp1a2_veith. The molecule is Cc1cc(NC(=O)CSc2nnc(-c3ccccc3)n2Cc2ccco2)no1. The result is 0 (non-inhibitor).